This data is from Full USPTO retrosynthesis dataset with 1.9M reactions from patents (1976-2016). The task is: Predict the reactants needed to synthesize the given product. (1) The reactants are: [NH2:1][C:2]1[CH:3]=[C:4]([C:8]2[S:12][C:11]([C:13]3[CH:14]=[C:15]4[C:19](=[CH:20][CH:21]=3)[C:18](=[O:22])[N:17]([CH3:23])[CH2:16]4)=[CH:10][CH:9]=2)[CH:5]=[N:6][CH:7]=1.[F:24][C:25]([F:38])([F:37])[O:26][C:27]1[CH:32]=[CH:31][C:30]([S:33](Cl)(=[O:35])=[O:34])=[CH:29][CH:28]=1. Given the product [CH3:23][N:17]1[CH2:16][C:15]2[C:19](=[CH:20][CH:21]=[C:13]([C:11]3[S:12][C:8]([C:4]4[CH:3]=[C:2]([NH:1][S:33]([C:30]5[CH:29]=[CH:28][C:27]([O:26][C:25]([F:24])([F:37])[F:38])=[CH:32][CH:31]=5)(=[O:35])=[O:34])[CH:7]=[N:6][CH:5]=4)=[CH:9][CH:10]=3)[CH:14]=2)[C:18]1=[O:22], predict the reactants needed to synthesize it. (2) Given the product [CH3:1][C:2]([CH3:26])([CH2:24][CH3:25])[C:3](=[O:23])[C:4]([N:6]1[CH2:10][CH2:9][CH2:8][CH:7]1[C:11](=[O:22])[CH2:12][CH2:13][CH2:14][CH2:15][C:16]1[CH:17]=[N:18][CH:19]=[CH:20][CH:21]=1)=[O:5], predict the reactants needed to synthesize it. The reactants are: [CH3:1][C:2]([CH3:26])([CH2:24][CH3:25])[C:3](=[O:23])[C:4]([N:6]1[CH2:10][CH2:9][CH2:8][CH:7]1[C:11](=[O:22])[CH2:12][CH2:13][CH:14]=[CH:15][C:16]1[CH:17]=[N:18][CH:19]=[CH:20][CH:21]=1)=[O:5].C(OCC)(=O)C.C(O)C.C(O)C.C(OCC)(=O)C.